This data is from Full USPTO retrosynthesis dataset with 1.9M reactions from patents (1976-2016). The task is: Predict the reactants needed to synthesize the given product. (1) Given the product [NH2:24][C:22]1[CH:21]=[CH:20][C:18]2[NH:19][C:15](=[C:12]([C:4]3[N:3]=[C:2]([CH3:1])[CH:7]=[C:6]([C:8]([F:11])([F:10])[F:9])[N:5]=3)[C:13]#[N:14])[NH:16][C:17]=2[CH:23]=1, predict the reactants needed to synthesize it. The reactants are: [CH3:1][C:2]1[CH:7]=[C:6]([C:8]([F:11])([F:10])[F:9])[N:5]=[C:4]([C:12](=[C:15]2[NH:19][C:18]3[CH:20]=[CH:21][C:22]([N+:24]([O-])=O)=[CH:23][C:17]=3[NH:16]2)[C:13]#[N:14])[N:3]=1. (2) Given the product [CH2:2]([O:4][C:5]([C:6]1[NH:13][C:25]2[CH2:26][CH2:27][NH:22][C:23](=[O:29])[C:24]=2[C:7]=1[C:8]([F:11])([F:10])[F:9])=[O:14])[CH3:3], predict the reactants needed to synthesize it. The reactants are: Cl.[CH2:2]([O:4][C:5](=[O:14])[CH:6]([NH2:13])[C:7](=O)[C:8]([F:11])([F:10])[F:9])[CH3:3].C(OC([N:22]1[CH2:27][CH2:26][C:25](=O)[CH2:24][C:23]1=[O:29])=O)(C)(C)C.C([O-])(=O)C.[Na+].